From a dataset of Catalyst prediction with 721,799 reactions and 888 catalyst types from USPTO. Predict which catalyst facilitates the given reaction. Reactant: C([O:5][C:6](=[O:57])[CH2:7][N:8]([CH2:49][C:50](=[O:56])[O:51]C(C)(C)C)[CH:9]([CH2:39][C:40]1[CH:45]=[CH:44][C:43]([N+:46]([O-:48])=[O:47])=[CH:42][CH:41]=1)[CH2:10][N:11]([CH2:20][CH2:21][N:22]([CH2:31][C:32]([O:34]C(C)(C)C)=[O:33])[CH2:23][C:24](=[O:30])[O:25]C(C)(C)C)[CH2:12][C:13]([O:15]C(C)(C)C)=[O:14])(C)(C)C.Cl.CCOCC. Product: [C:6]([CH2:7][N:8]([CH2:49][C:50]([OH:56])=[O:51])[CH:9]([CH2:39][C:40]1[CH:45]=[CH:44][C:43]([N+:46]([O-:48])=[O:47])=[CH:42][CH:41]=1)[CH2:10][N:11]([CH2:20][CH2:21][N:22]([CH2:23][C:24]([OH:30])=[O:25])[CH2:31][C:32]([OH:34])=[O:33])[CH2:12][C:13]([OH:15])=[O:14])([OH:57])=[O:5]. The catalyst class is: 12.